This data is from Catalyst prediction with 721,799 reactions and 888 catalyst types from USPTO. The task is: Predict which catalyst facilitates the given reaction. (1) Reactant: C[O:2][C:3]([C@H:5]1[CH2:10][CH2:9][C@H:8]([O:11][C:12]2[CH:17]=[C:16]([CH3:18])[N:15]=[C:14]([CH3:19])[N:13]=2)[CH2:7][CH2:6]1)=O.O.[NH2:21][NH2:22]. Product: [CH3:19][C:14]1[N:13]=[C:12]([O:11][C@H:8]2[CH2:9][CH2:10][C@H:5]([C:3]([NH:21][NH2:22])=[O:2])[CH2:6][CH2:7]2)[CH:17]=[C:16]([CH3:18])[N:15]=1. The catalyst class is: 51. (2) Reactant: [Cl:1][C:2]1[CH:24]=[CH:23][CH:22]=[C:21]([CH3:25])[C:3]=1[CH2:4][N:5]1[C:13]2[C:8](=[CH:9][CH:10]=[C:11]([C:14]([F:19])([F:18])[C:15]([OH:17])=[O:16])[CH:12]=2)[C:7]([CH3:20])=[N:6]1.[OH-].[K+:27]. Product: [Cl:1][C:2]1[CH:24]=[CH:23][CH:22]=[C:21]([CH3:25])[C:3]=1[CH2:4][N:5]1[C:13]2[C:8](=[CH:9][CH:10]=[C:11]([C:14]([F:19])([F:18])[C:15]([O-:17])=[O:16])[CH:12]=2)[C:7]([CH3:20])=[N:6]1.[K+:27]. The catalyst class is: 8. (3) Reactant: [CH2:1]([NH:8][CH2:9][C@H:10]([C:12]1[CH:17]=[CH:16][C:15]([F:18])=[CH:14][CH:13]=1)[OH:11])[C:2]1[CH:7]=[CH:6][CH:5]=[CH:4][CH:3]=1.[OH-].[Na+].[Cl:21][CH2:22][C:23](Cl)=[O:24]. Product: [CH2:1]([N:8]([CH2:9][C@H:10]([C:12]1[CH:13]=[CH:14][C:15]([F:18])=[CH:16][CH:17]=1)[OH:11])[C:23](=[O:24])[CH2:22][Cl:21])[C:2]1[CH:3]=[CH:4][CH:5]=[CH:6][CH:7]=1. The catalyst class is: 2. (4) Reactant: [Si]([O:8][C@H:9]1[C@H:13]([CH3:14])[N:12]([C:15]2[CH:22]=[CH:21][C:18]([C:19]#[N:20])=[C:17]([Cl:23])[C:16]=2[CH3:24])[C:11](=[O:25])[C:10]1([CH3:27])[CH3:26])(C(C)(C)C)(C)C.[F-].C([N+](CCCC)(CCCC)CCCC)CCC.C1COCC1.O. Product: [Cl:23][C:17]1[C:16]([CH3:24])=[C:15]([N:12]2[C@@H:13]([CH3:14])[C@H:9]([OH:8])[C:10]([CH3:27])([CH3:26])[C:11]2=[O:25])[CH:22]=[CH:21][C:18]=1[C:19]#[N:20]. The catalyst class is: 1. (5) Reactant: Cl[CH2:2][CH2:3][CH2:4][O:5][C:6]1[CH:7]=[C:8]([CH2:12][C:13]([OH:15])=[O:14])[CH:9]=[CH:10][CH:11]=1.[CH3:16][N:17]1[CH2:22][CH2:21][NH:20][CH2:19][CH2:18]1. Product: [CH3:16][N:17]1[CH2:22][CH2:21][N:20]([CH2:2][CH2:3][CH2:4][O:5][C:6]2[CH:7]=[C:8]([CH2:12][C:13]([OH:15])=[O:14])[CH:9]=[CH:10][CH:11]=2)[CH2:19][CH2:18]1. The catalyst class is: 6. (6) Product: [CH2:10]([O:12][C:13]([N:15]1[CH2:20][CH2:19][CH:18]([C:21]2[CH:26]=[C:25]([NH:35][CH2:34][C:33]3[CH:36]=[CH:37][C:38]([Cl:40])=[CH:39][C:32]=3[Cl:31])[N:24]3[N:28]=[CH:29][CH:30]=[C:23]3[N:22]=2)[CH2:17][CH2:16]1)=[O:14])[CH3:11]. The catalyst class is: 12. Reactant: C(N(C(C)C)CC)(C)C.[CH2:10]([O:12][C:13]([N:15]1[CH2:20][CH2:19][CH:18]([C:21]2[CH:26]=[C:25](Cl)[N:24]3[N:28]=[CH:29][CH:30]=[C:23]3[N:22]=2)[CH2:17][CH2:16]1)=[O:14])[CH3:11].[Cl:31][C:32]1[CH:39]=[C:38]([Cl:40])[CH:37]=[CH:36][C:33]=1[CH2:34][NH2:35].C(Cl)(Cl)Cl.